Dataset: Reaction yield outcomes from USPTO patents with 853,638 reactions. Task: Predict the reaction yield, written as a fraction of the theoretical maximum amount of product (1.0 means a 100% yield; for example, 0.34 means a 34% yield). (1) The reactants are [F:1][C:2]1[CH:3]=[C:4]([C@@:15]([C:24]2[CH:29]=[CH:28][C:27]([F:30])=[CH:26][CH:25]=2)([NH2:23])[CH2:16][C:17]2[CH:22]=[CH:21][CH:20]=[CH:19][CH:18]=2)[CH:5]=[C:6]([O:8][C:9]([F:14])([F:13])[CH:10]([F:12])[F:11])[CH:7]=1.N1C=CC=CC=1.[CH2:37]=[C:38]1[O:41][C:40](=[O:42])[CH2:39]1. The catalyst is C(Cl)Cl. The product is [F:1][C:2]1[CH:3]=[C:4]([C@:15]([NH:23][C:40](=[O:42])[CH2:39][C:38](=[O:41])[CH3:37])([C:24]2[CH:29]=[CH:28][C:27]([F:30])=[CH:26][CH:25]=2)[CH2:16][C:17]2[CH:22]=[CH:21][CH:20]=[CH:19][CH:18]=2)[CH:5]=[C:6]([O:8][C:9]([F:14])([F:13])[CH:10]([F:12])[F:11])[CH:7]=1. The yield is 0.580. (2) The reactants are [C:1]1([CH2:7][N:8]2[C:18](=[O:19])[C:17]3[C:12](=[CH:13][CH:14]=[CH:15][CH:16]=3)[S:9]2(=[O:11])=[O:10])[CH:6]=[CH:5]C=CC=1.S1(C2C(=CC=CC=2)C(=O)N1)(=O)=O.[H-].[Na+].[O:34](CCCCBr)[C:35]1[CH:40]=[CH:39][CH:38]=[CH:37][CH:36]=1. The catalyst is CN(C=O)C. The product is [O:34]([CH2:5][CH2:6][CH2:1][CH2:7][N:8]1[C:18](=[O:19])[C:17]2[C:12](=[CH:13][CH:14]=[CH:15][CH:16]=2)[S:9]1(=[O:10])=[O:11])[C:35]1[CH:40]=[CH:39][CH:38]=[CH:37][CH:36]=1. The yield is 0.670. (3) The product is [C:1]([C:3]1[C:4]([C:21]2[C:29]3[C:24](=[N:25][CH:26]=[C:27]([C:30]([F:31])([F:33])[F:32])[CH:28]=3)[NH:23][CH:22]=2)=[N:5][C:6]([NH:9][C:10]([CH3:20])([CH3:19])[C:11]([NH:13][CH2:14][C:15]([F:18])([F:16])[F:17])=[O:12])=[N:7][CH:8]=1)#[N:2]. The catalyst is C1COCC1. The yield is 0.600. The reactants are [C:1]([C:3]1[C:4]([C:21]2[C:29]3[C:24](=[N:25][CH:26]=[C:27]([C:30]([F:33])([F:32])[F:31])[CH:28]=3)[N:23](S(C3C=CC(C)=CC=3)(=O)=O)[CH:22]=2)=[N:5][C:6]([NH:9][C:10]([CH3:20])([CH3:19])[C:11]([NH:13][CH2:14][C:15]([F:18])([F:17])[F:16])=[O:12])=[N:7][CH:8]=1)#[N:2].O.O[Li].O. (4) The reactants are [Cl:1][C:2]1[CH:3]=[C:4]([C:10]2([C:26]([F:29])([F:28])[F:27])[O:14][N:13]=[C:12]([C:15]3[S:19][C:18]([C:20]([OH:22])=O)=[C:17]4[CH2:23][CH2:24][CH2:25][C:16]=34)[CH2:11]2)[CH:5]=[C:6]([Cl:9])[C:7]=1[F:8].C(N(CC)C(C)C)(C)C.Cl.[NH2:40][CH2:41][C:42]([NH:44][CH2:45][C:46]([F:49])([F:48])[F:47])=[O:43].CN(C(ON1N=NC2C=CC=NC1=2)=[N+](C)C)C.F[P-](F)(F)(F)(F)F. The catalyst is C(Cl)Cl. The product is [Cl:1][C:2]1[CH:3]=[C:4]([C:10]2([C:26]([F:28])([F:29])[F:27])[O:14][N:13]=[C:12]([C:15]3[S:19][C:18]([C:20]([NH:40][CH2:41][C:42](=[O:43])[NH:44][CH2:45][C:46]([F:49])([F:48])[F:47])=[O:22])=[C:17]4[CH2:23][CH2:24][CH2:25][C:16]=34)[CH2:11]2)[CH:5]=[C:6]([Cl:9])[C:7]=1[F:8]. The yield is 0.846. (5) The reactants are [N:1]1[CH:6]=[CH:5][C:4]([C:7]2[N:16](COCC[Si](C)(C)C)[C:10]3[N:11]=[CH:12][N:13]=[C:14]([NH2:15])[C:9]=3[CH:8]=2)=[CH:3][CH:2]=1.Cl. The catalyst is CCO. The product is [N:1]1[CH:2]=[CH:3][C:4]([C:7]2[NH:16][C:10]3[N:11]=[CH:12][N:13]=[C:14]([NH2:15])[C:9]=3[CH:8]=2)=[CH:5][CH:6]=1. The yield is 0.870. (6) The reactants are [CH3:1][O:2][C:3](=[O:11])[C:4]1[CH:9]=[CH:8][CH:7]=[CH:6][C:5]=1[NH2:10].[Br:12][C:13]1[CH:14]=[C:15]([CH:18]=[CH:19][CH:20]=1)[CH:16]=O.[CH2:21]=[C:22]([CH3:24])[CH3:23].FC(F)(F)S([O-])(=O)=O.[Yb+3].FC(F)(F)S([O-])(=O)=O.FC(F)(F)S([O-])(=O)=O. The catalyst is C(#N)C.C(OCC)(=O)C. The product is [CH3:1][O:2][C:3]([C:4]1[CH:9]=[CH:8][CH:7]=[C:6]2[C:5]=1[NH:10][CH:16]([C:15]1[CH:18]=[CH:19][CH:20]=[C:13]([Br:12])[CH:14]=1)[CH2:21][C:22]2([CH3:24])[CH3:23])=[O:11]. The yield is 0.400.